This data is from Full USPTO retrosynthesis dataset with 1.9M reactions from patents (1976-2016). The task is: Predict the reactants needed to synthesize the given product. (1) Given the product [F:1][C:2]1[CH:7]=[CH:6][C:5]([CH2:14][C:13]#[CH:12])=[CH:4][CH:3]=1, predict the reactants needed to synthesize it. The reactants are: [F:1][C:2]1[CH:7]=[CH:6][C:5]([Mg]Br)=[CH:4][CH:3]=1.CO[CH:12]=[C:13]=[CH2:14]. (2) Given the product [F:23][C:24]([F:33])([F:34])[C:25]1[CH:26]=[CH:27][C:28](/[CH:29]=[CH:13]/[C:12](=[O:14])/[CH:11]=[CH:10]/[C:7]2[CH:6]=[CH:5][C:4]([O:3][C:2]([F:15])([F:16])[F:1])=[CH:9][CH:8]=2)=[CH:31][CH:32]=1, predict the reactants needed to synthesize it. The reactants are: [F:1][C:2]([F:16])([F:15])[O:3][C:4]1[CH:9]=[CH:8][C:7](/[CH:10]=[CH:11]/[C:12](=[O:14])[CH3:13])=[CH:6][CH:5]=1.C([O-])([O-])=O.[K+].[K+].[F:23][C:24]([F:34])([F:33])[C:25]1[CH:32]=[CH:31][C:28]([CH:29]=O)=[CH:27][CH:26]=1.